From a dataset of Drug-target binding data from BindingDB using IC50 measurements. Regression. Given a target protein amino acid sequence and a drug SMILES string, predict the binding affinity score between them. We predict pIC50 (pIC50 = -log10(IC50 in M); higher means more potent). Dataset: bindingdb_ic50. (1) The compound is Cc1ccn2nc(S(=O)(=O)Nc3c(Br)ccc4cccnc34)nc2n1. The target protein (P09114) has sequence MAAAAAAPSPSFSKTLSSSSSKSSTLLPRSTFPFPHHPHKTTPPPLHLTPTHIHSQRRRFTISNVISTTQKVSETQKAETFVSRFAPDEPRKGSDVLVEALEREGVTDVFAYPGGASMEIHQALTRSSIIRNVLPRHEQGGVFAAEGYARATGFPGVCIATSGPGATNLVSGLADALLDSVPIVAITGQVPRRMIGTDAFQETPIVEVTRSITKHNYLVMDVEDIPRVVREAFFLARSGRPGPVLIDVPKDIQQQLVIPDWDQPMRLPGYMSRLPKLPNEMLLEQIVRLISESKKPVLYVGGGCSQSSEELRRFVELTGIPVASTLMGLGAFPTGDELSLSMLGMHGTVYANYAVDSSDLLLAFGVRFDDRVTGKLEAFASRAKIVHIDIDSAEIGKNKQPHVSICADIKLALQGLNSILESKEGKLKLDFSAWRQELTVQKVKYPLNFKTFGDAIPPQYAIQVLDELTNGSAIISTGVGQHQMWAAQYYKYRKPRQWLT.... The pIC50 is 7.7. (2) The small molecule is CC(C)[C@H](NC(=O)OCc1ccccc1)C(=O)NC(C=O)Cc1ccccc1. The target protein sequence is QINYDAVIKKYKGNENFDHAAYDWRLHSGVTPVKDQKNCGSCWAFSSIGSVESQYAIRKNKLITLSEQELVDCSFKNYGCNGGLINNAFEDMIELGGICTDDDYPYVSDAPNLCNIDRCTEKYGIKNYLSVPDNKLKEALRFLGPISISIAVSDDFPFYKEGIFDGECGDELNHAVMLVGFGMKEIVNPLTKKGEKHYYYIIKNSWGQQWGERGFINIETDESGLMRKCGLGTDAFIPLIE. The pIC50 is 5.3. (3) The drug is O=C(COc1ccc(-c2oc3cc(O)c(C(=O)O)cc3c2C#Cc2cccc(Cl)c2)cc1)NC1CC1. The target protein (Q9H1R2) has sequence MTEGVLPGLYLGNFIDAKDLDQLGRNKITHIISIHESPQPLLQDITYLRIPVADTPEVPIKKHFKECINFIHCCRLNGGNCLVHCFAGISRSTTIVTAYVMTVTGLGWRDVLEAIKATRPIANPNPGFRQQLEEFGWASSQKGARHRTSKTSGAQCPPMTSATCLLAARVALLSAALVREATGRTAQRCRLSPRAAAERLLGPPPHVAAGWSPDPKYQICLCFGEEDPGPTQHPKEQLIMADVQVQLRPGSSSCTLSASTERPDGSSTPGNPDGITHLQCSCLHPKRAASSSCTR. The pIC50 is 5.3. (4) The small molecule is Nc1nc2ccc(COc3ccc(C(=O)NC(CCC(=O)O)C(=O)O)cc3)cc2c(=O)[nH]1. The target protein (P07607) has sequence MLVVGSELQSDAQQLSAEAPRHGELQYLRQVEHILRCGFKKEDRTGTGTLSVFGMQARYSLRDEFPLLTTKRVFWKGVLEELLWFIKGSTNAKELSSKGVRIWDANGSRDFLDSLGFSARQEGDLGPVYGFQWRHFGAEYKDMDSDYSGQGVDQLQKVIDTIKTNPDDRRIIMCAWNPKDLPLMALPPCHALCQFYVVNGELSCQLYQRSGDMGLGVPFNIASYALLTYMIAHITGLQPGDFVHTLGDAHIYLNHIEPLKIQLQREPRPFPKLKILRKVETIDDFKVEDFQIEGYNPHPTIKMEMAV. The pIC50 is 4.9. (5) The small molecule is C=C1NC(=O)C(C)C(CCC(C)C(=O)C=CC(C)=CCC(C)CCCCCCC)OC(=O)[C@H](CC(OS(=O)(=O)O)C(N)=O)NC(=O)[C@@H](C)CNC1=O. The target protein (P43870) has sequence MKKSALEKLLSLIENLTNQEFKQATNSLISFIYKLNRNEVIELVRSIGILPEAIKPSSTQEKLFSKAGDIVLAKAFQLLNLNSKPLEQRGNAGDVIALSKEFNYGLVADAKSFRLSRTAKNQKDFKVKALSEWREDKDYAVLTAPFFQYPTTKSQIFKQSLDENVLLFSWEHLAILLQLDLEETNIFSFEQLWNFPKKQSKKTSVSDAENNFMRDFNKYFMDLFKIDKDTLNQLLQKEINFIEERSLIEKEYWKKQINIIKNFTREEAIEALLKDINMSSKIETIDSFIKGIKSNDRLYL. The pIC50 is 4.8. (6) The small molecule is O=C(O)/C=C/C(=O)c1ccccc1. The target protein (P03433) has sequence MEDFVRQCFNPMIVELAEKTMKEYGEDLKIETNKFAAICTHLEVCFMYSDFHFINEQGESIIVELGDPNALLKHRFEIIEGRDRTMAWTVVNSICNTTGAEKPKFLPDLYDYKENRFIEIGVTRREVHIYYLEKANKIKSEKTHIHIFSFTGEEMATKADYTLDEESRARIKTRLFTIRQEMASRGLWDSFRQSERGEETIEERFEITGTMRKLADQSLPPNFSSLENFRAYVDGFEPNGYIEGKLSQMSKEVNARIEPFLKTTPRPLRLPNGPPCSQRSKFLLMDALKLSIEDPSHEGEGIPLYDAIKCMRTFFGWKEPNVVKPHEKGINPNYLLSWKQVLAELQDIENEEKIPKTKNMKKTSQLKWALGENMAPEKVDFDDCKDVGDLKQYDSDEPELRSLASWIQNEFNKACELTDSSWIELDEIGEDVAPIEHIASMRRNYFTSEVSHCRATEYIMKGVYINTALLNASCAAMDDFQLIPMISKCRTKEGRRKTNL.... The pIC50 is 3.3. (7) The drug is C[C@H](O)c1cccc(NC(=O)c2nn(Cc3ccc(F)cc3)c3c2CN(C(=O)c2ccc[nH]2)C[C@H]3C)c1. The target protein sequence is MSKKISGGSVVEMQGDEMTRIIWELIKEKLIFPYVELDLHSYDLGIENRDATNDQVTKDAAEAIKKHNVGVKCATITPDEKRVEEFKLKQMWKSPNGTIRNILGGTVFREAIICKNIPRLVSGWVKPIIIGGHAYGDQYRATDFVVPGPGKVEITYTPSDGTQKVTYLVHNFEEGGGVAMGMYNQDKSIEDFAHSSFQMALSKGWPLYLSTKNTILKKYDGRFKDIFQEIYDKQYKSQFEAQKIWYEHRLIDDMVAQAMKSEGGFIWACKNYDGDVQSDSVAQGYGSLGMMTSVLVCPDGKTVEAEAAHGTVTRHYRMYQKGQETSTNPIASIFAWTRGLAHRAKLDNNKELAFFANALEEVSIETIEAGFMTKDLAACIKGLPNVQRSDYLNTFEFMDKLGENLKIKLAQAKL. The pIC50 is 8.5.